Dataset: Catalyst prediction with 721,799 reactions and 888 catalyst types from USPTO. Task: Predict which catalyst facilitates the given reaction. (1) Reactant: [N:1]1[CH:6]=[CH:5][CH:4]=[C:3]([C:7]2[C:8](=[O:33])[NH:9][C:10](=[O:32])[N:11]([CH2:13][CH2:14][CH2:15][N:16]3[CH2:21][C@H:20]4[C@:18]([C:22]5[CH:27]=[CH:26][C:25]([C:28]([F:31])([F:30])[F:29])=[CH:24][CH:23]=5)([CH2:19]4)[CH2:17]3)[CH:12]=2)[N:2]=1.[ClH:34]. Product: [ClH:34].[N:1]1[CH:6]=[CH:5][CH:4]=[C:3]([C:7]2[C:8](=[O:33])[NH:9][C:10](=[O:32])[N:11]([CH2:13][CH2:14][CH2:15][N:16]3[CH2:21][C@H:20]4[C@:18]([C:22]5[CH:27]=[CH:26][C:25]([C:28]([F:31])([F:29])[F:30])=[CH:24][CH:23]=5)([CH2:19]4)[CH2:17]3)[CH:12]=2)[N:2]=1. The catalyst class is: 12. (2) Reactant: [CH3:1][C:2]1[C:11]([NH:12][C:13]2([CH3:16])[CH2:15][CH2:14]2)=[N:10][C:9]2[C:4](=[CH:5][CH:6]=[CH:7][C:8]=2[C:17]2[NH:21][C:20]3[CH2:22][NH:23][C:24](=[O:25])[C:19]=3[CH:18]=2)[N:3]=1.[Cl:26]N1C(=O)CCC1=O. Product: [Cl:26][C:18]1[C:19]2[C:24](=[O:25])[NH:23][CH2:22][C:20]=2[NH:21][C:17]=1[C:8]1[CH:7]=[CH:6][CH:5]=[C:4]2[C:9]=1[N:10]=[C:11]([NH:12][C:13]1([CH3:16])[CH2:15][CH2:14]1)[C:2]([CH3:1])=[N:3]2. The catalyst class is: 22. (3) Reactant: CC[N:3](CC)CC.[F:8][C:9]1[CH:17]=[C:16]([S:18]([CH3:21])(=[O:20])=[O:19])[CH:15]=[CH:14][C:10]=1[C:11](O)=[O:12].C(OC(Cl)=O)C(C)C.N. Product: [F:8][C:9]1[CH:17]=[C:16]([S:18]([CH3:21])(=[O:20])=[O:19])[CH:15]=[CH:14][C:10]=1[C:11]([NH2:3])=[O:12]. The catalyst class is: 76. (4) Reactant: C[Al](C)C.[NH2:5][CH:6]1[CH2:11][CH2:10][O:9][CH2:8][CH2:7]1.C[O:13][C:14](=O)[C:15]1[CH:20]=[CH:19][C:18]([O:21][CH2:22][C:23]2[C:24]([C:30]3[CH:35]=[CH:34][C:33]([F:36])=[CH:32][CH:31]=3)=[N:25][O:26][C:27]=2[CH2:28][OH:29])=[N:17][CH:16]=1.C1(C)C=CC=CC=1. Product: [F:36][C:33]1[CH:34]=[CH:35][C:30]([C:24]2[C:23]([CH2:22][O:21][C:18]3[CH:19]=[CH:20][C:15]([C:14]([NH:5][CH:6]4[CH2:11][CH2:10][O:9][CH2:8][CH2:7]4)=[O:13])=[CH:16][N:17]=3)=[C:27]([CH2:28][OH:29])[O:26][N:25]=2)=[CH:31][CH:32]=1. The catalyst class is: 12. (5) The catalyst class is: 35. Reactant: [CH2:1]1[C:6]2([CH2:11][CH2:10][NH:9][CH2:8][CH2:7]2)[CH2:5][CH2:4][N:3]([C:12]([O:14][C:15]([CH3:18])([CH3:17])[CH3:16])=[O:13])[CH2:2]1.[F:19][C:20]1[CH:28]=[CH:27][C:23]([C:24](O)=[O:25])=[CH:22][C:21]=1[O:29][CH3:30].C(N(CC)C(C)C)(C)C.F[P-](F)(F)(F)(F)F.N1(OC(N(C)C)=[N+](C)C)C2N=CC=CC=2N=N1. Product: [F:19][C:20]1[CH:28]=[CH:27][C:23]([C:24]([N:9]2[CH2:10][CH2:11][C:6]3([CH2:1][CH2:2][N:3]([C:12]([O:14][C:15]([CH3:18])([CH3:17])[CH3:16])=[O:13])[CH2:4][CH2:5]3)[CH2:7][CH2:8]2)=[O:25])=[CH:22][C:21]=1[O:29][CH3:30]. (6) The catalyst class is: 2. Product: [NH:7]([C:8]([NH:17][C:18]1[CH:19]=[C:20]2[C:25](=[C:26]([C:28]([NH2:30])=[O:29])[CH:27]=1)[N:24]=[CH:23][N:22]=[C:21]2[NH:31][CH2:32][C:33]1[CH:38]=[CH:37][C:36]([Cl:39])=[C:35]([C:40]([F:42])([F:43])[F:41])[CH:34]=1)=[O:9])[C:1]1[CH:6]=[CH:5][CH:4]=[CH:3][CH:2]=1. Reactant: [C:1]1([N:7]=[C:8]=[O:9])[CH:6]=[CH:5][CH:4]=[CH:3][CH:2]=1.C(O)(C(F)(F)F)=O.[NH2:17][C:18]1[CH:19]=[C:20]2[C:25](=[C:26]([C:28]([NH2:30])=[O:29])[CH:27]=1)[N:24]=[CH:23][N:22]=[C:21]2[NH:31][CH2:32][C:33]1[CH:38]=[CH:37][C:36]([Cl:39])=[C:35]([C:40]([F:43])([F:42])[F:41])[CH:34]=1.C(N(CC)CC)C. (7) Reactant: C(OC([N:8]1[CH2:13][CH2:12][C@@:11]([C:15]2[CH:20]=[CH:19][C:18]([O:21][CH2:22][CH2:23][O:24][C:25]3[C:30]([Cl:31])=[CH:29][C:28]([CH3:32])=[CH:27][C:26]=3[Cl:33])=[CH:17][CH:16]=2)([OH:14])[C@@H:10]([C:34](=[O:48])[N:35]([CH:45]2[CH2:47][CH2:46]2)[CH2:36][C:37]2[CH:42]=[CH:41][CH:40]=[C:39]([CH3:43])[C:38]=2[CH3:44])[CH2:9]1)=O)(C)(C)C.Cl. Product: [CH:45]1([N:35]([CH2:36][C:37]2[CH:42]=[CH:41][CH:40]=[C:39]([CH3:43])[C:38]=2[CH3:44])[C:34]([C@@H:10]2[C@:11]([C:15]3[CH:20]=[CH:19][C:18]([O:21][CH2:22][CH2:23][O:24][C:25]4[C:30]([Cl:31])=[CH:29][C:28]([CH3:32])=[CH:27][C:26]=4[Cl:33])=[CH:17][CH:16]=3)([OH:14])[CH2:12][CH2:13][NH:8][CH2:9]2)=[O:48])[CH2:46][CH2:47]1. The catalyst class is: 12. (8) Reactant: C([O-])=O.[NH4+].[CH3:5][O:6][C:7]([C@@H:9]1[CH2:13][C@@:12]([NH:18][C:19]([O:21][C:22]([CH3:25])([CH3:24])[CH3:23])=[O:20])([C:14]([O:16][CH3:17])=[O:15])[CH2:11][N:10]1CC1C=CC=CC=1)=[O:8]. Product: [CH3:5][O:6][C:7]([C@@H:9]1[CH2:13][C@@:12]([NH:18][C:19]([O:21][C:22]([CH3:25])([CH3:24])[CH3:23])=[O:20])([C:14]([O:16][CH3:17])=[O:15])[CH2:11][NH:10]1)=[O:8]. The catalyst class is: 19.